This data is from Catalyst prediction with 721,799 reactions and 888 catalyst types from USPTO. The task is: Predict which catalyst facilitates the given reaction. (1) Product: [CH3:22][O:23][C:24]1[CH:31]=[CH:30][C:27]([CH:28]=[O:29])=[CH:26][CH:25]=1.[CH3:22][O:23][C:24]1[CH:31]=[CH:30][C:27]([CH:28]2[NH:3][C@H:4]([C:7]([OH:9])=[O:8])[CH2:5][S:6]2)=[CH:26][CH:25]=1. The catalyst class is: 40. Reactant: O.Cl.[NH2:3][C@H:4]([C:7]([OH:9])=[O:8])[CH2:5][SH:6].C([O-])(=O)C.[Na+].N[C@H](C(O)=O)CS.[CH3:22][O:23][C:24]1[CH:31]=[CH:30][C:27]([CH:28]=[O:29])=[CH:26][CH:25]=1. (2) Reactant: Br[C:2]1[CH:20]=[CH:19][C:5]2[NH:6][C:7]([C@H:9]3[O:14][C:13]4[CH:15]=[CH:16][CH:17]=[CH:18][C:12]=4[O:11][CH2:10]3)=[N:8][C:4]=2[CH:3]=1.[N:21]1[CH:26]=[CH:25][C:24](B(O)O)=[CH:23][CH:22]=1.C([O-])([O-])=O.[Na+].[Na+]. Product: [O:14]1[C@H:9]([C:7]2[NH:6][C:5]3[CH:19]=[CH:20][C:2]([C:24]4[CH:25]=[CH:26][N:21]=[CH:22][CH:23]=4)=[CH:3][C:4]=3[N:8]=2)[CH2:10][O:11][C:12]2[CH:18]=[CH:17][CH:16]=[CH:15][C:13]1=2. The catalyst class is: 176. (3) Reactant: [Br:1][C:2]1[C:3](F)=[C:4]2[C:10]([NH:11][C:12](=[O:21])[C:13]3[CH:18]=[C:17]([CH3:19])[CH:16]=[CH:15][C:14]=3[F:20])=[CH:9][NH:8][C:5]2=[N:6][CH:7]=1.[NH:23]1[CH2:28][CH2:27][CH2:26][C@@H:25]([NH:29][C:30](=[O:36])[O:31][C:32]([CH3:35])([CH3:34])[CH3:33])[CH2:24]1. Product: [Br:1][C:2]1[C:3]([N:23]2[CH2:28][CH2:27][CH2:26][C@@H:25]([NH:29][C:30](=[O:36])[O:31][C:32]([CH3:34])([CH3:33])[CH3:35])[CH2:24]2)=[C:4]2[C:10]([NH:11][C:12](=[O:21])[C:13]3[CH:18]=[C:17]([CH3:19])[CH:16]=[CH:15][C:14]=3[F:20])=[CH:9][NH:8][C:5]2=[N:6][CH:7]=1. The catalyst class is: 114. (4) Product: [Cl:21][CH2:22][C:23]([N:5]([CH:1]1[CH2:4][CH2:3][CH2:2]1)[C:6]1[CH:11]=[CH:10][CH:9]=[C:8]([O:12][CH3:13])[N:7]=1)=[O:24]. The catalyst class is: 1. Reactant: [CH:1]1([NH:5][C:6]2[CH:11]=[CH:10][CH:9]=[C:8]([O:12][CH3:13])[N:7]=2)[CH2:4][CH2:3][CH2:2]1.CCN(CC)CC.[Cl:21][CH2:22][C:23](Cl)=[O:24]. (5) Reactant: [Cl:1][C:2]1[CH:7]=[C:6]([Cl:8])[N:5]=[CH:4][N:3]=1.[NH2:9][C:10]1[CH:15]=[CH:14][CH:13]=[CH:12][CH:11]=1.Cl. Product: [ClH:1].[Cl:8][C:6]1[N:5]=[CH:4][N:3]=[C:2]([NH:9][C:10]2[CH:15]=[CH:14][CH:13]=[CH:12][CH:11]=2)[CH:7]=1. The catalyst class is: 41.